From a dataset of Reaction yield outcomes from USPTO patents with 853,638 reactions. Predict the reaction yield, written as a fraction of the theoretical maximum amount of product (1.0 means a 100% yield; for example, 0.34 means a 34% yield). (1) The reactants are [CH3:1][O:2][C:3]1[CH:25]=[CH:24][C:6]([CH2:7][NH:8][C:9]2[CH:14]=[C:13]([O:15][C:16]3[CH:21]=[CH:20][C:19]([NH2:22])=[CH:18][C:17]=3[F:23])[N:12]=[CH:11][N:10]=2)=[CH:5][CH:4]=1.[F:26][C:27]1[CH:32]=[CH:31][C:30]([CH2:33][C:34]([N:36]=[C:37]=[O:38])=[O:35])=[CH:29][CH:28]=1.C1(C)C=CC=CC=1. The catalyst is C1COCC1. The product is [CH3:1][O:2][C:3]1[CH:4]=[CH:5][C:6]([CH2:7][NH:8][C:9]2[N:10]=[CH:11][N:12]=[C:13]([O:15][C:16]3[CH:21]=[CH:20][C:19]([NH:22][C:37]([NH:36][C:34](=[O:35])[CH2:33][C:30]4[CH:31]=[CH:32][C:27]([F:26])=[CH:28][CH:29]=4)=[O:38])=[CH:18][C:17]=3[F:23])[CH:14]=2)=[CH:24][CH:25]=1. The yield is 0.930. (2) The reactants are [CH:1]1([N:6]2[C:11]3[N:12]=[C:13]([S:16][CH3:17])[N:14]=[CH:15][C:10]=3[C:9]([OH:18])=[CH:8][C:7]2=[O:19])[CH2:5][CH2:4][CH2:3][CH2:2]1.[F:20][C:21]([F:34])([F:33])[S:22](O[S:22]([C:21]([F:34])([F:33])[F:20])(=[O:24])=[O:23])(=[O:24])=[O:23].[CH3:35][O:36][C:37]1[CH:53]=[CH:52][C:40]([CH2:41][NH:42][CH2:43][C:44]2[CH:49]=[CH:48][C:47]([O:50][CH3:51])=[CH:46][CH:45]=2)=[CH:39][CH:38]=1. The catalyst is C(Cl)Cl.ClC(Cl)C. The product is [CH3:51][O:50][C:47]1[CH:46]=[CH:45][C:44]([CH2:43][N:42]([CH2:41][C:40]2[CH:52]=[CH:53][C:37]([O:36][CH3:35])=[CH:38][CH:39]=2)[C:9]2[C:10]3[CH:15]=[N:14][C:13]([S:16][CH3:17])=[N:12][C:11]=3[N:6]([CH:1]3[CH2:5][CH2:4][CH2:3][CH2:2]3)[C:7](=[O:19])[CH:8]=2)=[CH:49][CH:48]=1.[CH:1]1([N:6]2[C:11]3[N:12]=[C:13]([S:16][CH3:17])[N:14]=[CH:15][C:10]=3[C:9]([O:18][S:22]([C:21]([F:34])([F:33])[F:20])(=[O:24])=[O:23])=[CH:8][C:7]2=[O:19])[CH2:2][CH2:3][CH2:4][CH2:5]1. The yield is 0.180. (3) The product is [Br:3][C:4]1[CH:5]=[CH:6][C:7]2[O:13][CH2:14][CH2:15][CH2:11][C:10](=[O:12])[C:8]=2[CH:9]=1. The catalyst is C1COCC1. The yield is 0.700. The reactants are [H-].[Na+].[Br:3][C:4]1[CH:5]=[CH:6][C:7]([O:13][CH2:14][CH2:15]Br)=[C:8]([C:10](=[O:12])[CH3:11])[CH:9]=1. (4) The reactants are C([O:8][C:9]1[CH:18]=[C:17]2[C:12]([C:13]([O:19][C:20]3[CH:25]=[CH:24][C:23]([NH:26][C:27](=[O:39])[C:28]([NH:30][CH2:31][CH2:32][C:33]4[CH:38]=[CH:37][CH:36]=[CH:35][CH:34]=4)=[O:29])=[CH:22][C:21]=3[F:40])=[CH:14][CH:15]=[N:16]2)=[CH:11][C:10]=1[O:41][CH3:42])C1C=CC=CC=1. The catalyst is CO.CN(C=O)C.ClCCl.C(OCC)(=O)C.C(O)(=O)C.[OH-].[Pd+2].[OH-]. The product is [F:40][C:21]1[CH:22]=[C:23]([NH:26][C:27](=[O:39])[C:28]([NH:30][CH2:31][CH2:32][C:33]2[CH:34]=[CH:35][CH:36]=[CH:37][CH:38]=2)=[O:29])[CH:24]=[CH:25][C:20]=1[O:19][C:13]1[C:12]2[C:17](=[CH:18][C:9]([OH:8])=[C:10]([O:41][CH3:42])[CH:11]=2)[N:16]=[CH:15][CH:14]=1. The yield is 0.950. (5) The reactants are [NH2:1][OH:2].O.[C:4]([N:7]1[C:15]2[C:10](=[CH:11][C:12]([Cl:20])=[C:13]([S:16](Cl)(=[O:18])=[O:17])[CH:14]=2)[CH2:9][CH2:8]1)(=[O:6])[CH3:5]. The catalyst is O1CCCC1. The product is [C:4]([N:7]1[C:15]2[C:10](=[CH:11][C:12]([Cl:20])=[C:13]([S:16]([NH:1][OH:2])(=[O:18])=[O:17])[CH:14]=2)[CH2:9][CH2:8]1)(=[O:6])[CH3:5]. The yield is 0.760. (6) The catalyst is O1CCCC1. The reactants are [CH3:1][O:2][CH2:3][C:4](=[O:10])[CH2:5][C:6]([O:8][CH3:9])=[O:7].[H-].[Na+].Br[CH2:14][C:15]1[CH:20]=[CH:19][C:18]([C:21]2[C:22]([C:27]#[N:28])=[CH:23][CH:24]=[CH:25][CH:26]=2)=[CH:17][CH:16]=1. The product is [C:27]([C:22]1[CH:23]=[CH:24][CH:25]=[CH:26][C:21]=1[C:18]1[CH:17]=[CH:16][C:15]([CH2:14][CH:5]([C:4](=[O:10])[CH2:3][O:2][CH3:1])[C:6]([O:8][CH3:9])=[O:7])=[CH:20][CH:19]=1)#[N:28]. The yield is 0.980. (7) The reactants are [CH3:1][C:2](=O)[CH2:3][C:4](=[O:6])[CH3:5].[Br:8][C:9]1[CH:16]=[CH:15][CH:14]=[CH:13][C:10]=1[CH:11]=O.[CH3:17][O:18][C:19](=[O:24])/[CH:20]=[C:21](\[NH2:23])/[CH3:22].CC(O)=O. The catalyst is CCO.CCOC(C)=O. The product is [C:4]([C:3]1[CH:11]([C:10]2[CH:13]=[CH:14][CH:15]=[CH:16][C:9]=2[Br:8])[C:20]([C:19]([O:18][CH3:17])=[O:24])=[C:21]([CH3:22])[NH:23][C:2]=1[CH3:1])(=[O:6])[CH3:5]. The yield is 0.0700. (8) The reactants are C([O:3][C:4](=O)[C:5]1[CH:10]=[C:9]([O:11][CH2:12][CH3:13])[C:8]([N:14]2[CH:18]=[CH:17][CH:16]=[CH:15]2)=[C:7]([O:19][CH2:20][CH3:21])[CH:6]=1)C.[H-].C([Al+]CC(C)C)C(C)C. The catalyst is C1(C)C=CC=CC=1. The product is [CH2:20]([O:19][C:7]1[CH:6]=[C:5]([CH2:4][OH:3])[CH:10]=[C:9]([O:11][CH2:12][CH3:13])[C:8]=1[N:14]1[CH:15]=[CH:16][CH:17]=[CH:18]1)[CH3:21]. The yield is 1.00.